The task is: Binary Classification. Given a drug SMILES string, predict its activity (active/inactive) in a high-throughput screening assay against a specified biological target.. This data is from HIV replication inhibition screening data with 41,000+ compounds from the AIDS Antiviral Screen. (1) The drug is COC(=O)NN=Cc1oc(-c2ccccc2)c(-c2ccccc2)c1[N+](=O)[O-]. The result is 0 (inactive). (2) The compound is CCCCCCNCCCNc1c2ccccc2nc2cccc([N+](=O)[O-])c12. The result is 0 (inactive). (3) The drug is CN(N=Cc1ccnc2ccccc12)c1c([N+](=O)[O-])cc([N+](=O)[O-])cc1[N+](=O)[O-]. The result is 0 (inactive). (4) The drug is CCOC(=O)C1C=C1C(C)(C)O. The result is 0 (inactive). (5) The drug is O=CC(=O)c1ccccc1. The result is 0 (inactive).